This data is from Reaction yield outcomes from USPTO patents with 853,638 reactions. The task is: Predict the reaction yield, written as a fraction of the theoretical maximum amount of product (1.0 means a 100% yield; for example, 0.34 means a 34% yield). (1) The yield is 0.680. The reactants are [I-].C[S+](C)(C)=O.[CH3:7]C(C)([O-])C.[K+].[C:13]([C:16]1[CH:25]=[CH:24][C:23]2[C:18](=[CH:19][CH:20]=[C:21]([C:26]([O:28][CH3:29])=[O:27])[CH:22]=2)[N:17]=1)([CH3:15])=[CH2:14]. The catalyst is CS(C)=O.C1COCC1.C1COCC1. The product is [CH3:29][O:28][C:26]([C:21]1[CH:22]=[C:23]2[C:18](=[CH:19][CH:20]=1)[N:17]=[C:16]([C:13]1([CH3:7])[CH2:15][CH2:14]1)[CH:25]=[CH:24]2)=[O:27]. (2) The reactants are [Cl:1][C:2]1[N:7]=[CH:6][C:5]([S:8]([N:11]([CH:15]2[CH2:19][CH2:18][CH2:17][CH2:16]2)CC=C)(=[O:10])=[O:9])=[CH:4][CH:3]=1.C[N+]1([O-])CC[O:24]CC1.[CH3:28][C:29]([OH:32])(C)[CH3:30]. The catalyst is O.O=[Os](=O)(=O)=O. The product is [Cl:1][C:2]1[N:7]=[CH:6][C:5]([S:8]([N:11]([CH:15]2[CH2:19][CH2:18][CH2:17][CH2:16]2)[CH2:28][CH:29]([OH:32])[CH2:30][OH:24])(=[O:10])=[O:9])=[CH:4][CH:3]=1. The yield is 0.750. (3) The yield is 1.00. No catalyst specified. The product is [ClH:35].[NH2:4][CH2:10][C:16]([C:15]1[CH:20]=[CH:21][C:12]([F:11])=[C:13]([C:22]([F:25])([F:23])[F:24])[CH:14]=1)=[O:19]. The reactants are C1N2CN3[CH2:10][N:4](C2)CN1C3.[F:11][C:12]1[CH:21]=[CH:20][C:15]([C:16](=[O:19])CBr)=[CH:14][C:13]=1[C:22]([F:25])([F:24])[F:23].C(OCC)(=O)C.C(O)C.[ClH:35]. (4) The reactants are [F:1][C:2]1[CH:3]=[C:4]2[C:9](=[CH:10][CH:11]=1)[O:8][C:7](=[O:12])[C:6]([N+:13]([O-:15])=[O:14])=[CH:5]2.C[CH2:17][O:18][C:19]([CH3:21])=O.Cl[CH:23](Cl)[CH3:24]. No catalyst specified. The product is [F:1][C:2]1[CH:3]=[C:4]2[C:9](=[CH:10][CH:11]=1)[O:8][C:7](=[O:12])[C@@:6]1([N+:13]([O-:15])=[O:14])[CH2:23][CH:24]=[C:19]([O:18][CH3:17])[CH2:21][C@@H:5]21. The yield is 0.630. (5) The reactants are Cl.O1CCOCC1.[CH2:8]([N:15]([CH:17]1[CH2:22][CH2:21][N:20](C(OC(C)(C)C)=O)[CH2:19][CH2:18]1)[CH3:16])[C:9]1[CH:14]=[CH:13][CH:12]=[CH:11][CH:10]=1. The catalyst is O1CCOCC1.CO. The product is [CH2:8]([N:15]([CH3:16])[CH:17]1[CH2:22][CH2:21][NH:20][CH2:19][CH2:18]1)[C:9]1[CH:10]=[CH:11][CH:12]=[CH:13][CH:14]=1. The yield is 0.970. (6) The reactants are O1CCCC1.[CH3:6][C:7]1[CH:8]=[CH:9][C:10]([O:13][CH2:14][C:15]2[CH:20]=[CH:19][C:18]([CH2:21][C:22](Cl)=[N:23][OH:24])=[CH:17][CH:16]=2)=[N:11][CH:12]=1.[C:26]([C:28]1[C:29]([NH2:34])=[N:30][CH:31]=[CH:32][CH:33]=1)#[CH:27].C(N(CC)CC)C. The catalyst is O. The product is [CH3:6][C:7]1[CH:8]=[CH:9][C:10]([O:13][CH2:14][C:15]2[CH:20]=[CH:19][C:18]([CH2:21][C:22]3[CH:27]=[C:26]([C:28]4[C:29]([NH2:34])=[N:30][CH:31]=[CH:32][CH:33]=4)[O:24][N:23]=3)=[CH:17][CH:16]=2)=[N:11][CH:12]=1. The yield is 0.169.